Dataset: Full USPTO retrosynthesis dataset with 1.9M reactions from patents (1976-2016). Task: Predict the reactants needed to synthesize the given product. (1) Given the product [N:17]1[CH:18]=[CH:19][CH:20]=[C:15]([C:12]2[N:11]=[C:10]([C:6]3[CH:5]=[C:4]([CH:9]=[CH:8][CH:7]=3)[NH2:1])[O:14][N:13]=2)[CH:16]=1, predict the reactants needed to synthesize it. The reactants are: [N+:1]([C:4]1[CH:5]=[C:6]([C:10]2[O:14][N:13]=[C:12]([C:15]3[CH:16]=[N:17][CH:18]=[CH:19][CH:20]=3)[N:11]=2)[CH:7]=[CH:8][CH:9]=1)([O-])=O.N. (2) The reactants are: [C:1]1([S:7]([N:10]2[C:14]3=[N:15][CH:16]=[C:17]([Cl:19])[CH:18]=[C:13]3[C:12]([CH2:20][C:21]3[CH:22]=[CH:23][C:24]([NH2:27])=[N:25][CH:26]=3)=[CH:11]2)(=[O:9])=[O:8])[CH:6]=[CH:5][CH:4]=[CH:3][CH:2]=1.[CH3:28][O:29][C:30]1[C:35]([CH:36]=O)=[CH:34][CH:33]=[C:32]([O:38][CH3:39])[N:31]=1.C([BH3-])#N.C(=O)([O-])[O-].[K+].[K+]. Given the product [C:1]1([S:7]([N:10]2[C:14]3=[N:15][CH:16]=[C:17]([Cl:19])[CH:18]=[C:13]3[C:12]([CH2:20][C:21]3[CH:22]=[CH:23][C:24]([NH:27][CH2:36][C:35]4[C:30]([O:29][CH3:28])=[N:31][C:32]([O:38][CH3:39])=[CH:33][CH:34]=4)=[N:25][CH:26]=3)=[CH:11]2)(=[O:9])=[O:8])[CH:6]=[CH:5][CH:4]=[CH:3][CH:2]=1, predict the reactants needed to synthesize it.